Task: Predict the reactants needed to synthesize the given product.. Dataset: Full USPTO retrosynthesis dataset with 1.9M reactions from patents (1976-2016) Given the product [ClH:30].[Cl:30][C:29]1[C:24]([N:21]2[CH2:20][CH2:19][N:18]([C:16]([C:13]3[CH2:12][C:11]4([CH2:31][CH2:32][NH:8][CH2:9][CH2:10]4)[O:15][N:14]=3)=[O:17])[CH2:23][CH2:22]2)=[N:25][CH:26]=[CH:27][CH:28]=1, predict the reactants needed to synthesize it. The reactants are: C(OC([N:8]1[CH2:32][CH2:31][C:11]2([O:15][N:14]=[C:13]([C:16]([N:18]3[CH2:23][CH2:22][N:21]([C:24]4[C:29]([Cl:30])=[CH:28][CH:27]=[CH:26][N:25]=4)[CH2:20][CH2:19]3)=[O:17])[CH2:12]2)[CH2:10][CH2:9]1)=O)(C)(C)C.Cl.C(O)(C)C.